This data is from Forward reaction prediction with 1.9M reactions from USPTO patents (1976-2016). The task is: Predict the product of the given reaction. Given the reactants [OH-].[Li+].[CH3:3][C:4]([O:7][C@H:8]([CH3:42])[C@@H:9]([C:38]([O:40]C)=[O:39])[NH:10][C:11]([C:13]1[CH:18]=[CH:17][C:16]([C:19]2[CH:24]=[CH:23][CH:22]=[CH:21][CH:20]=2)=[CH:15][C:14]=1[NH:25][C:26]([NH:28][C:29]1[C:34]([CH3:35])=[CH:33][C:32]([CH3:36])=[CH:31][C:30]=1[CH3:37])=[O:27])=[O:12])([CH3:6])[CH3:5].CO.O, predict the reaction product. The product is: [CH3:6][C:4]([O:7][C@H:8]([CH3:42])[C@@H:9]([C:38]([OH:40])=[O:39])[NH:10][C:11]([C:13]1[CH:18]=[CH:17][C:16]([C:19]2[CH:24]=[CH:23][CH:22]=[CH:21][CH:20]=2)=[CH:15][C:14]=1[NH:25][C:26]([NH:28][C:29]1[C:34]([CH3:35])=[CH:33][C:32]([CH3:36])=[CH:31][C:30]=1[CH3:37])=[O:27])=[O:12])([CH3:3])[CH3:5].